This data is from Catalyst prediction with 721,799 reactions and 888 catalyst types from USPTO. The task is: Predict which catalyst facilitates the given reaction. (1) Reactant: [NH2:1][C:2]1[CH:10]=[CH:9][C:8]([CH2:11][NH:12][C:13]([O:15][C:16]([CH3:19])([CH3:18])[CH3:17])=[O:14])=[CH:7][C:3]=1[C:4]([OH:6])=O.N1[CH:24]=[CH:23]N=C1.C(Cl)(=O)C.Cl.[NH2:30][CH:31]1[CH2:36][CH2:35][C:34](=[O:37])[NH:33][C:32]1=[O:38].P(OC1C=CC=CC=1)(OC1C=CC=CC=1)OC1C=CC=CC=1. Product: [C:16]([O:15][C:13](=[O:14])[NH:12][CH2:11][C:8]1[CH:7]=[C:3]2[C:2](=[CH:10][CH:9]=1)[N:1]=[C:23]([CH3:24])[N:30]([CH:31]1[CH2:36][CH2:35][C:34](=[O:37])[NH:33][C:32]1=[O:38])[C:4]2=[O:6])([CH3:19])([CH3:18])[CH3:17]. The catalyst class is: 47. (2) Reactant: [CH3:1][N:2]1[CH2:7][CH2:6][CH:5]([CH2:8][CH2:9][CH2:10][CH2:11][N:12]2C(=O)C3C(=CC=CC=3)C2=O)[CH2:4][CH2:3]1.O.NN. Product: [CH3:1][N:2]1[CH2:7][CH2:6][CH:5]([CH2:8][CH2:9][CH2:10][CH2:11][NH2:12])[CH2:4][CH2:3]1. The catalyst class is: 14. (3) Reactant: FC(F)(F)C(O)=O.[CH2:8]([N:10]1[CH:15]2[CH2:16][CH2:17][CH2:18][CH:11]1[CH2:12][CH:13]([NH:19]C(=O)OC(C)(C)C)[CH2:14]2)[CH3:9].[ClH:27].C(OCC)C. Product: [ClH:27].[ClH:27].[CH2:8]([N:10]1[CH:11]2[CH2:18][CH2:17][CH2:16][CH:15]1[CH2:14][CH:13]([NH2:19])[CH2:12]2)[CH3:9]. The catalyst class is: 2. (4) Reactant: [K].O[CH:3]=[CH:4][C:5](=O)[C:6]([CH3:9])([CH3:8])[CH3:7].C(O)C.O.[NH2:15][NH2:16]. Product: [C:6]([C:5]1[CH:4]=[CH:3][NH:16][N:15]=1)([CH3:9])([CH3:8])[CH3:7]. The catalyst class is: 6.